From a dataset of Full USPTO retrosynthesis dataset with 1.9M reactions from patents (1976-2016). Predict the reactants needed to synthesize the given product. Given the product [CH2:13]([O:12][CH2:11][CH2:10][N:1]1[CH2:5][CH2:4][NH:3][C:2]1=[O:6])[C:14]1[CH:19]=[CH:18][CH:17]=[CH:16][CH:15]=1, predict the reactants needed to synthesize it. The reactants are: [NH:1]1[CH2:5][CH2:4][NH:3][C:2]1=[O:6].[H-].[Na+].Br[CH2:10][CH2:11][O:12][CH2:13][C:14]1[CH:19]=[CH:18][CH:17]=[CH:16][CH:15]=1.